From a dataset of Reaction yield outcomes from USPTO patents with 853,638 reactions. Predict the reaction yield, written as a fraction of the theoretical maximum amount of product (1.0 means a 100% yield; for example, 0.34 means a 34% yield). The reactants are [CH3:1][C:2]1[CH:7]=[CH:6][CH:5]=[C:4]([CH3:8])[C:3]=1[O:9][CH2:10][C:11]1[C:15]([CH2:16][O:17][C:18]2[CH:23]=[CH:22][C:21]([C:24]3[CH:25]=[C:26]4[C:31](=[CH:32][CH:33]=3)[N:30]=[C:29]([C:34]([O:36]C)=[O:35])[CH:28]=[CH:27]4)=[CH:20][CH:19]=2)=[C:14]([CH:38]([CH3:40])[CH3:39])[O:13][N:12]=1.O1CCCC1.[OH-].[Na+].Cl. The catalyst is CO. The product is [CH3:1][C:2]1[CH:7]=[CH:6][CH:5]=[C:4]([CH3:8])[C:3]=1[O:9][CH2:10][C:11]1[C:15]([CH2:16][O:17][C:18]2[CH:19]=[CH:20][C:21]([C:24]3[CH:25]=[C:26]4[C:31](=[CH:32][CH:33]=3)[N:30]=[C:29]([C:34]([OH:36])=[O:35])[CH:28]=[CH:27]4)=[CH:22][CH:23]=2)=[C:14]([CH:38]([CH3:40])[CH3:39])[O:13][N:12]=1. The yield is 0.620.